From a dataset of Catalyst prediction with 721,799 reactions and 888 catalyst types from USPTO. Predict which catalyst facilitates the given reaction. (1) Reactant: [F:1][C:2]1[CH:3]=[N:4][CH:5]=[CH:6][C:7]=1[NH:8][C:9](=[O:17])OC1C=CC=CC=1.[F:18][C:19]([F:39])([F:38])[C:20]1[CH:21]=[C:22]([C:26]2[CH:27]=[CH:28][C:29]3[N:35]4[CH2:36][C@H:32]([CH2:33][CH2:34]4)[NH:31][C:30]=3[N:37]=2)[CH:23]=[CH:24][CH:25]=1. Product: [F:1][C:2]1[CH:3]=[N:4][CH:5]=[CH:6][C:7]=1[NH:8][C:9]([N:31]1[C@@H:32]2[CH2:36][N:35]([CH2:34][CH2:33]2)[C:29]2[CH:28]=[CH:27][C:26]([C:22]3[CH:23]=[CH:24][CH:25]=[C:20]([C:19]([F:18])([F:38])[F:39])[CH:21]=3)=[N:37][C:30]1=2)=[O:17]. The catalyst class is: 840. (2) Reactant: [F:1][C:2]([F:7])([F:6])[C:3]([OH:5])=[O:4].[CH:8]1([N:14]2[CH2:19][CH2:18][CH:17]([C:20]3[CH:25]=[CH:24][C:23]([C:26]4[S:30][C:29]([NH2:31])=[N:28][N:27]=4)=[CH:22][CH:21]=3)[CH2:16][CH2:15]2)[CH2:13][CH2:12][CH2:11][CH2:10][CH2:9]1.Br[CH2:33][C:34]([C:36]1[CH:46]=[CH:45][C:39]([C:40]([O:42][CH2:43][CH3:44])=[O:41])=[CH:38][CH:37]=1)=O.C(OC(C)C)(C)C. Product: [F:1][C:2]([F:7])([F:6])[C:3]([OH:5])=[O:4].[CH:8]1([N:14]2[CH2:15][CH2:16][CH:17]([C:20]3[CH:25]=[CH:24][C:23]([C:26]4[S:30][C:29]5=[N:31][C:34]([C:36]6[CH:46]=[CH:45][C:39]([C:40]([O:42][CH2:43][CH3:44])=[O:41])=[CH:38][CH:37]=6)=[CH:33][N:28]5[N:27]=4)=[CH:22][CH:21]=3)[CH2:18][CH2:19]2)[CH2:9][CH2:10][CH2:11][CH2:12][CH2:13]1. The catalyst class is: 8. (3) Reactant: [Cl:1][C:2]1[CH:7]=[C:6]([Br:8])[CH:5]=[CH:4][C:3]=1[CH3:9].C1C(=O)N([Br:17])C(=O)C1.CC(N=NC(C#N)(C)C)(C#N)C.O. The catalyst class is: 53. Product: [Br:8][C:6]1[CH:5]=[CH:4][C:3]([CH2:9][Br:17])=[C:2]([Cl:1])[CH:7]=1. (4) Reactant: [Cl:1][C:2]1[CH:25]=[CH:24][C:5]([CH2:6][NH:7][C:8]([C:10]2[C:11]([OH:23])=[C:12]3[CH:18]=[C:17]([CH2:19][CH2:20][CH2:21][OH:22])[S:16][C:13]3=[N:14][CH:15]=2)=[O:9])=[CH:4][CH:3]=1.C([O-])([O-])=O.[K+].[K+].Br[CH2:33][CH2:34][OH:35].[H-].[Na+]. Product: [Cl:1][C:2]1[CH:3]=[CH:4][C:5]([CH2:6][NH:7][C:8]([C:10]2[C:11](=[O:23])[C:12]3[CH:18]=[C:17]([CH2:19][CH2:20][CH2:21][OH:22])[S:16][C:13]=3[N:14]([CH2:33][CH2:34][OH:35])[CH:15]=2)=[O:9])=[CH:24][CH:25]=1. The catalyst class is: 3. (5) Reactant: [F:1][C:2]([F:14])([F:13])[CH2:3][CH2:4][CH2:5][S:6]([CH2:9][CH2:10][CH2:11]Cl)(=[O:8])=[O:7].[CH3:15][NH2:16]. Product: [CH3:15][NH:16][CH2:11][CH2:10][CH2:9][S:6]([CH2:5][CH2:4][CH2:3][C:2]([F:14])([F:13])[F:1])(=[O:8])=[O:7]. The catalyst class is: 8. (6) Product: [CH3:1][C:2]1[CH:8]=[CH:7][C:5]([NH:6][C:23](=[O:24])[C:22]2[CH:26]=[CH:27][N:35]=[C:20]([C:19]([F:30])([F:29])[F:18])[CH:21]=2)=[CH:4][C:3]=1[B:9]1[O:10][C:11]([CH3:17])([CH3:16])[C:12]([CH3:15])([CH3:14])[O:13]1. The catalyst class is: 18. Reactant: [CH3:1][C:2]1[CH:8]=[CH:7][C:5]([NH2:6])=[CH:4][C:3]=1[B:9]1[O:13][C:12]([CH3:15])([CH3:14])[C:11]([CH3:17])([CH3:16])[O:10]1.[F:18][C:19]([F:30])([F:29])[C:20]1[CH:21]=[C:22]([CH:26]=[CH:27]C=1)[C:23](O)=[O:24].C1C=[N:35]C2N(O)N=NC=2C=1.C(Cl)CCl. (7) Reactant: [C:1]([NH:11][C@@H:12]([CH2:30][C:31]1[CH:36]=[CH:35][CH:34]=[CH:33][CH:32]=1)[C@H:13]([OH:29])[CH2:14][N:15]([CH2:22][C:23]1[CH:28]=[CH:27][CH:26]=[CH:25][CH:24]=1)[C:16](=[O:21])[CH2:17][C:18](=[O:20])[CH3:19])([O:3][CH2:4][C:5]1[CH:10]=[CH:9][CH:8]=[CH:7][CH:6]=1)=[O:2].S([N:47]=[N+:48]=[N-])(C1C=CC(C)=CC=1)(=O)=O.C1CCN2C(=NCCC2)CC1.ClCCl. Product: [C:1]([NH:11][C@@H:12]([CH2:30][C:31]1[CH:32]=[CH:33][CH:34]=[CH:35][CH:36]=1)[C@H:13]([OH:29])[CH2:14][N:15]([CH2:22][C:23]1[CH:28]=[CH:27][CH:26]=[CH:25][CH:24]=1)[C:16](=[O:21])[C:17](=[N+:47]=[N-:48])[C:18](=[O:20])[CH3:19])([O:3][CH2:4][C:5]1[CH:6]=[CH:7][CH:8]=[CH:9][CH:10]=1)=[O:2]. The catalyst class is: 10. (8) Reactant: [C:1]([C:4]1[CH:5]=[CH:6][C:7]([N:18]([CH3:30])[CH:19]2[CH2:22][N:21](C(OC(C)(C)C)=O)[CH2:20]2)=[C:8]2[C:12]=1[NH:11][C:10]([CH:13]1[CH:17]=[CH:16][O:15][CH2:14]1)=[CH:9]2)(=[O:3])[NH2:2].C([SiH](CC)CC)C.B(F)(F)F.CCOCC. Product: [NH:21]1[CH2:20][CH:19]([N:18]([CH3:30])[C:7]2[CH:6]=[CH:5][C:4]([C:1]([NH2:2])=[O:3])=[C:12]3[C:8]=2[CH:9]=[C:10]([CH:13]2[CH2:17][CH2:16][O:15][CH2:14]2)[NH:11]3)[CH2:22]1. The catalyst class is: 2. (9) Reactant: N#N.[CH3:3][O:4][C:5]1[CH:53]=[C:52]([O:54][CH3:55])[CH:51]=[CH:50][C:6]=1[CH2:7][N:8]([C:43]1[CH:48]=[CH:47][CH:46]=[C:45]([F:49])[N:44]=1)[S:9]([C:12]1[C:41]([F:42])=[CH:40][C:15]2[N:16]([C@@H:20]([C:22]3[CH:27]=[CH:26][CH:25]=[CH:24][C:23]=3[C:28]3(O)[CH2:31][N:30]([C:32]([O:34][C:35]([CH3:38])([CH3:37])[CH3:36])=[O:33])[CH2:29]3)[CH3:21])[C:17](=[O:19])[O:18][C:14]=2[CH:13]=1)(=[O:11])=[O:10].CCN(S(F)(F)[F:62])CC. Product: [CH3:3][O:4][C:5]1[CH:53]=[C:52]([O:54][CH3:55])[CH:51]=[CH:50][C:6]=1[CH2:7][N:8]([C:43]1[CH:48]=[CH:47][CH:46]=[C:45]([F:49])[N:44]=1)[S:9]([C:12]1[C:41]([F:42])=[CH:40][C:15]2[N:16]([C@@H:20]([C:22]3[CH:27]=[CH:26][CH:25]=[CH:24][C:23]=3[C:28]3([F:62])[CH2:29][N:30]([C:32]([O:34][C:35]([CH3:37])([CH3:36])[CH3:38])=[O:33])[CH2:31]3)[CH3:21])[C:17](=[O:19])[O:18][C:14]=2[CH:13]=1)(=[O:11])=[O:10]. The catalyst class is: 2. (10) Reactant: [CH2:1]([Zn]CC)C.C(O)(C(F)(F)F)=O.ICI.[CH2:16]=[C:17]1[CH2:25][CH2:24][CH2:23][C:22]2[N:21]([CH2:26][C:27]([O:29][CH2:30][CH3:31])=[O:28])[N:20]=[C:19]([C:32]([F:35])([F:34])[F:33])[C:18]1=2.[Cl-].[NH4+]. Product: [F:33][C:32]([F:35])([F:34])[C:19]1[C:18]2[C:17]3([CH2:1][CH2:16]3)[CH2:25][CH2:24][CH2:23][C:22]=2[N:21]([CH2:26][C:27]([O:29][CH2:30][CH3:31])=[O:28])[N:20]=1. The catalyst class is: 4.